Dataset: Forward reaction prediction with 1.9M reactions from USPTO patents (1976-2016). Task: Predict the product of the given reaction. The product is: [F:25][C:26]([F:37])([F:36])[O:18][C:16]1[C:11]2[N:10]=[C:9]([CH3:24])[N:8]([CH2:1][C:2]3[CH:3]=[CH:4][CH:5]=[CH:6][CH:7]=3)[C:12]=2[CH:13]=[C:14]([C:19]([O:21][CH2:22][CH3:23])=[O:20])[CH:15]=1. Given the reactants [CH2:1]([N:8]1[C:12](/[CH:13]=[C:14](/[C:19]([O:21][CH2:22][CH3:23])=[O:20])\[CH2:15][C:16]([OH:18])=O)=[CH:11][N:10]=[C:9]1[CH3:24])[C:2]1[CH:7]=[CH:6][CH:5]=[CH:4][CH:3]=1.[F:25][C:26]([F:37])([F:36])C(OC(=O)[C:26]([F:37])([F:36])[F:25])=O, predict the reaction product.